This data is from Forward reaction prediction with 1.9M reactions from USPTO patents (1976-2016). The task is: Predict the product of the given reaction. (1) Given the reactants C[O:2][C:3](=[O:28])[CH2:4][S:5][C:6]1[C:14]2[C:9](=[CH:10][CH:11]=[C:12]([O:15][CH3:16])[CH:13]=2)[N:8]([S:17]([C:20]2[CH:25]=[CH:24][C:23]([Cl:26])=[C:22]([Cl:27])[CH:21]=2)(=[O:19])=[O:18])[CH:7]=1.[OH-].[K+].Cl, predict the reaction product. The product is: [Cl:27][C:22]1[CH:21]=[C:20]([S:17]([N:8]2[C:9]3[C:14](=[CH:13][C:12]([O:15][CH3:16])=[CH:11][CH:10]=3)[C:6]([S:5][CH2:4][C:3]([OH:28])=[O:2])=[CH:7]2)(=[O:19])=[O:18])[CH:25]=[CH:24][C:23]=1[Cl:26]. (2) Given the reactants Br[C:2]1[N:19]([CH2:20][C@H:21]2[CH2:26][CH2:25][C@H:24]([CH3:27])[CH2:23][CH2:22]2)[C:5]2[C:6]([C:12]3[CH:13]=[N:14][CH:15]=[C:16]([Cl:18])[CH:17]=3)=[N:7][C:8]([C:10]#[N:11])=[CH:9][C:4]=2[N:3]=1.[NH2:28][C:29]1[CH:34]=[CH:33][CH:32]=[CH:31][N:30]=1.C1C=CC(P(C2C(C3C(P(C4C=CC=CC=4)C4C=CC=CC=4)=CC=C4C=3C=CC=C4)=C3C(C=CC=C3)=CC=2)C2C=CC=CC=2)=CC=1.CC(C)([O-])C.[K+], predict the reaction product. The product is: [Cl:18][C:16]1[CH:17]=[C:12]([C:6]2[C:5]3[N:19]([CH2:20][C@H:21]4[CH2:26][CH2:25][C@H:24]([CH3:27])[CH2:23][CH2:22]4)[C:2]([NH:28][C:29]4[CH:34]=[CH:33][CH:32]=[CH:31][N:30]=4)=[N:3][C:4]=3[CH:9]=[C:8]([C:10]#[N:11])[N:7]=2)[CH:13]=[N:14][CH:15]=1. (3) Given the reactants [CH3:1][O:2][C:3]1[CH:8]=[CH:7][C:6]([C:9]2[S:13][C:12]([C:14]([NH:16][C:17]3([C:21]([O:23]C)=[O:22])[CH2:20][CH2:19][CH2:18]3)=[O:15])=[C:11]([NH:25][C:26]([NH:28][C:29]3[C:34]([CH3:35])=[CH:33][C:32]([CH3:36])=[CH:31][C:30]=3[CH3:37])=[O:27])[CH:10]=2)=[CH:5][CH:4]=1.[OH-].[Li+], predict the reaction product. The product is: [CH3:1][O:2][C:3]1[CH:4]=[CH:5][C:6]([C:9]2[S:13][C:12]([C:14]([NH:16][C:17]3([C:21]([OH:23])=[O:22])[CH2:18][CH2:19][CH2:20]3)=[O:15])=[C:11]([NH:25][C:26]([NH:28][C:29]3[C:34]([CH3:35])=[CH:33][C:32]([CH3:36])=[CH:31][C:30]=3[CH3:37])=[O:27])[CH:10]=2)=[CH:7][CH:8]=1. (4) Given the reactants [CH3:1][O:2][C:3]1[CH:10]=[CH:9][C:6]([CH2:7][NH2:8])=[CH:5][CH:4]=1.[CH2:11]([O:13][C:14]([C:16]1[N:17]([CH2:35][C:36]2[CH:41]=[CH:40][CH:39]=[C:38]([Cl:42])[CH:37]=2)[C:18]2[C:23]([CH:24]=1)=[CH:22][C:21]([C:25]1[CH:30]=[CH:29][C:28]([O:31][CH:32]([CH3:34])[CH3:33])=[CH:27][CH:26]=1)=[CH:20][CH:19]=2)=[O:15])[CH3:12].C1C=CC(P(C2C(C3C(P(C4C=CC=CC=4)C4C=CC=CC=4)=CC=C4C=3C=CC=C4)=C3C(C=CC=C3)=CC=2)C2C=CC=CC=2)=CC=1.C([O-])([O-])=O.[Cs+].[Cs+], predict the reaction product. The product is: [CH2:11]([O:13][C:14]([C:16]1[N:17]([CH2:35][C:36]2[CH:41]=[CH:40][CH:39]=[C:38]([Cl:42])[CH:37]=2)[C:18]2[C:23]([C:24]=1[NH:8][CH2:7][C:6]1[CH:9]=[CH:10][C:3]([O:2][CH3:1])=[CH:4][CH:5]=1)=[CH:22][C:21]([C:25]1[CH:26]=[CH:27][C:28]([O:31][CH:32]([CH3:34])[CH3:33])=[CH:29][CH:30]=1)=[CH:20][CH:19]=2)=[O:15])[CH3:12].